From a dataset of Forward reaction prediction with 1.9M reactions from USPTO patents (1976-2016). Predict the product of the given reaction. (1) Given the reactants [CH3:1][O:2][C:3](=[O:12])[CH2:4][C:5]1[CH:10]=[CH:9][C:8](Br)=[CH:7][CH:6]=1.C1(P(C2CCCCC2)C2C=CC=CC=2C2C(OC)=CC=CC=2OC)CCCCC1.P([O-])([O-])([O-])=O.[K+].[K+].[K+].[CH2:50]([C:52]([C:71]1[CH:84]=[CH:83][C:74]([O:75][CH2:76][C:77](=[O:82])[C:78]([CH3:81])([CH3:80])[CH3:79])=[C:73]([CH3:85])[CH:72]=1)([C:55]1[CH:60]=[CH:59][C:58](B2OC(C)(C)C(C)(C)O2)=[C:57]([CH3:70])[CH:56]=1)[CH2:53][CH3:54])[CH3:51].C(=O)(O)[O-].[Na+], predict the reaction product. The product is: [CH3:1][O:2][C:3](=[O:12])[CH2:4][C:5]1[CH:10]=[CH:9][C:8]([C:58]2[CH:59]=[CH:60][C:55]([C:52]([C:71]3[CH:84]=[CH:83][C:74]([O:75][CH2:76][C:77](=[O:82])[C:78]([CH3:80])([CH3:79])[CH3:81])=[C:73]([CH3:85])[CH:72]=3)([CH2:53][CH3:54])[CH2:50][CH3:51])=[CH:56][C:57]=2[CH3:70])=[CH:7][CH:6]=1. (2) Given the reactants [F:1][CH:2]([F:11])[C:3](=O)[CH2:4][C:5]([O:7]CC)=O.[C:12]1([C:18]2[CH:22]=[C:21](N)[NH:20][N:19]=2)[CH:17]=[CH:16][CH:15]=[CH:14][CH:13]=1.[CH3:24]C(O)=O.O, predict the reaction product. The product is: [F:11][CH:2]([F:1])[C:3]1[CH:4]=[C:5]([OH:7])[CH:24]=[C:21]2[C:22]=1[C:18]([C:12]1[CH:17]=[CH:16][CH:15]=[CH:14][CH:13]=1)=[N:19][NH:20]2. (3) Given the reactants [Mg].Br[C:3]1[CH:4]=[C:5]([CH:18]([CH3:20])[CH3:19])[C:6]([O:16][CH3:17])=[C:7]([CH:9]([O:13]CC)OCC)[CH:8]=1.C[Mg]Br.[O:24]1[CH2:28]CCC1.Cl.[O:30]1CCCC1, predict the reaction product. The product is: [CH:9]([C:7]1[CH:8]=[C:3]([CH:4]=[C:5]([CH:18]([CH3:19])[CH3:20])[C:6]=1[O:16][CH3:17])[C:28]([OH:24])=[O:30])=[O:13]. (4) The product is: [Cl:1][C:2]1[CH:7]=[CH:6][C:5]([CH:8]2[C:12]3[N:13]([CH:22]([CH3:24])[CH3:23])[C:14]([C:16]4[CH2:17][CH2:18][N:19]([CH2:37][CH3:38])[CH2:20][CH:21]=4)=[N:15][C:11]=3[C:10](=[O:25])[N:9]2[C:26]2[CH:27]=[C:28]([CH3:36])[C:29]3[N:30]([C:32]([CH3:35])=[N:33][N:34]=3)[CH:31]=2)=[CH:4][CH:3]=1. Given the reactants [Cl:1][C:2]1[CH:7]=[CH:6][C:5]([CH:8]2[C:12]3[N:13]([CH:22]([CH3:24])[CH3:23])[C:14]([C:16]4[CH2:17][CH2:18][NH:19][CH2:20][CH:21]=4)=[N:15][C:11]=3[C:10](=[O:25])[N:9]2[C:26]2[CH:27]=[C:28]([CH3:36])[C:29]3[N:30]([C:32]([CH3:35])=[N:33][N:34]=3)[CH:31]=2)=[CH:4][CH:3]=1.[C:37](O[BH-](OC(=O)C)OC(=O)C)(=O)[CH3:38].[Na+].C(=O)C.C([O-])(O)=O.[Na+], predict the reaction product. (5) Given the reactants [C:1]([O:5][C:6]([N:8]1[CH2:13][CH2:12][CH:11]([C:14]([OH:16])=O)[CH2:10][CH2:9]1)=[O:7])([CH3:4])([CH3:3])[CH3:2].S(Cl)(Cl)=O.[Br:21][C:22]1[CH:27]=[C:26]([CH:28]([CH3:30])[CH3:29])[CH:25]=[CH:24][C:23]=1[NH2:31].C(N(CC)CC)C, predict the reaction product. The product is: [C:1]([O:5][C:6]([N:8]1[CH2:9][CH2:10][CH:11]([C:14](=[O:16])[NH:31][C:23]2[CH:24]=[CH:25][C:26]([CH:28]([CH3:29])[CH3:30])=[CH:27][C:22]=2[Br:21])[CH2:12][CH2:13]1)=[O:7])([CH3:2])([CH3:3])[CH3:4].